This data is from Reaction yield outcomes from USPTO patents with 853,638 reactions. The task is: Predict the reaction yield, written as a fraction of the theoretical maximum amount of product (1.0 means a 100% yield; for example, 0.34 means a 34% yield). (1) The reactants are Cl[C:2]1[N:7]=[N:6][C:5]([NH2:8])=[N:4][C:3]=1[C:9]1[CH:14]=[CH:13][CH:12]=[CH:11][CH:10]=1.C([O-])([O-])=O.[K+].[K+].Cl.[F:22][C:23]1([F:29])[CH2:28][CH2:27][NH:26][CH2:25][CH2:24]1. No catalyst specified. The product is [F:22][C:23]1([F:29])[CH2:28][CH2:27][N:26]([C:2]2[N:7]=[N:6][C:5]([NH2:8])=[N:4][C:3]=2[C:9]2[CH:14]=[CH:13][CH:12]=[CH:11][CH:10]=2)[CH2:25][CH2:24]1. The yield is 0.140. (2) The yield is 0.740. The reactants are [CH:1]1([N:6]2[C:10]3[N:11]=[C:12]([NH:15][C:16]4[CH:24]=[CH:23][C:19]([C:20]([OH:22])=O)=[CH:18][N:17]=4)[N:13]=[CH:14][C:9]=3[CH:8]=[C:7]2[C:25](=[O:29])[N:26]([CH3:28])[CH3:27])[CH2:5][CH2:4][CH2:3][CH2:2]1.[CH2:30]1[C:33]2([CH2:36][NH:35][CH2:34]2)[CH2:32][N:31]1[C:37]([O:39][C:40]([CH3:43])([CH3:42])[CH3:41])=[O:38]. No catalyst specified. The product is [CH:1]1([N:6]2[C:10]3[N:11]=[C:12]([NH:15][C:16]4[CH:24]=[CH:23][C:19]([C:20]([N:35]5[CH2:34][C:33]6([CH2:30][N:31]([C:37]([O:39][C:40]([CH3:42])([CH3:41])[CH3:43])=[O:38])[CH2:32]6)[CH2:36]5)=[O:22])=[CH:18][N:17]=4)[N:13]=[CH:14][C:9]=3[CH:8]=[C:7]2[C:25](=[O:29])[N:26]([CH3:28])[CH3:27])[CH2:2][CH2:3][CH2:4][CH2:5]1. (3) The reactants are [NH2:1][C:2]1[N:10]=[CH:9][CH:8]=[CH:7][C:3]=1[C:4]([OH:6])=O.[Cl:11][C:12]1[CH:25]=[CH:24][C:15]([O:16][C:17]2[S:21][C:20]([CH2:22][NH2:23])=[CH:19][CH:18]=2)=[CH:14][CH:13]=1.F[P-](F)(F)(F)(F)F.N1([P+](N(C)C)(N(C)C)N(C)C)C2C=CC=CC=2N=N1.C(N(CC)CC)C. The catalyst is CS(C)=O.C(#N)C.O.FC(F)(F)C(O)=O. The product is [NH2:1][C:2]1[N:10]=[CH:9][CH:8]=[CH:7][C:3]=1[C:4]([NH:23][CH2:22][C:20]1[S:21][C:17]([O:16][C:15]2[CH:24]=[CH:25][C:12]([Cl:11])=[CH:13][CH:14]=2)=[CH:18][CH:19]=1)=[O:6]. The yield is 0.249. (4) The reactants are [CH2:1]([C:5]1[N:6]=[C:7]([CH3:27])[NH:8][C:9](=[O:26])[C:10]=1[CH2:11][C:12]1[CH:17]=[CH:16][C:15]([C:18]2[C:19]([C:24]#[N:25])=[CH:20][CH:21]=[CH:22][CH:23]=2)=[CH:14][CH:13]=1)[CH2:2][CH2:3][CH3:4].[H-].[Na+].Br[CH2:31][CH2:32][C:33]1[CH:38]=[CH:37][CH:36]=[CH:35][CH:34]=1.[Cl-].O[NH3+:41].[C:42](=[O:45])([O-])[OH:43].[Na+]. The catalyst is C(OCC)(=O)C.CS(C)=O.CN(C)C=O. The product is [CH2:1]([C:5]1[N:6]=[C:7]([CH3:27])[N:8]([CH2:31][CH2:32][C:33]2[CH:38]=[CH:37][CH:36]=[CH:35][CH:34]=2)[C:9](=[O:26])[C:10]=1[CH2:11][C:12]1[CH:17]=[CH:16][C:15]([C:18]2[CH:23]=[CH:22][CH:21]=[CH:20][C:19]=2[C:24]2[NH:41][C:42](=[O:45])[O:43][N:25]=2)=[CH:14][CH:13]=1)[CH2:2][CH2:3][CH3:4]. The yield is 0.310. (5) The reactants are [Cl:1][C:2]1[CH:9]=[CH:8][C:5]([C:6]#[N:7])=[C:4]([O:10][C:11]2[CH:16]=[CH:15][CH:14]=[C:13]([CH:17]=O)[C:12]=2[O:19][CH2:20][CH3:21])[CH:3]=1.CN.[C:24]([BH3-])#[N:25].[Na+].[C:28]([OH:35])(=[O:34])/[CH:29]=[CH:30]/[C:31]([OH:33])=[O:32]. The catalyst is C(OCC)(=O)C.C(O)(=O)C.CO. The product is [C:28]([OH:35])(=[O:34])/[CH:29]=[CH:30]/[C:31]([OH:33])=[O:32].[Cl:1][C:2]1[CH:9]=[CH:8][C:5]([C:6]#[N:7])=[C:4]([O:10][C:11]2[CH:16]=[CH:15][CH:14]=[C:13]([CH2:17][NH:25][CH3:24])[C:12]=2[O:19][CH2:20][CH3:21])[CH:3]=1. The yield is 0.670. (6) The reactants are [Br:1][C:2]1[C:3]([C:9]2[C:17]3[C:12](=[CH:13][CH:14]=[CH:15][CH:16]=3)[N:11]([S:18]([C:21]3[CH:27]=[CH:26][C:24]([CH3:25])=[CH:23][CH:22]=3)(=[O:20])=[O:19])[CH:10]=2)=[N:4][C:5](Cl)=[N:6][CH:7]=1.[CH3:28][O:29][C:30]1[CH:36]=[C:35]([N:37]2[CH2:42][CH2:41][CH:40]([N:43]3[CH2:48][CH2:47][N:46]([CH3:49])[CH2:45][CH2:44]3)[CH2:39][CH2:38]2)[CH:34]=[CH:33][C:31]=1[NH2:32].CCN(C(C)C)C(C)C. The catalyst is C(O)CCC. The product is [Br:1][C:2]1[C:3]([C:9]2[C:17]3[C:12](=[CH:13][CH:14]=[CH:15][CH:16]=3)[N:11]([S:18]([C:21]3[CH:27]=[CH:26][C:24]([CH3:25])=[CH:23][CH:22]=3)(=[O:20])=[O:19])[CH:10]=2)=[N:4][C:5]([NH:32][C:31]2[CH:33]=[CH:34][C:35]([N:37]3[CH2:42][CH2:41][CH:40]([N:43]4[CH2:44][CH2:45][N:46]([CH3:49])[CH2:47][CH2:48]4)[CH2:39][CH2:38]3)=[CH:36][C:30]=2[O:29][CH3:28])=[N:6][CH:7]=1. The yield is 0.539.